Dataset: Full USPTO retrosynthesis dataset with 1.9M reactions from patents (1976-2016). Task: Predict the reactants needed to synthesize the given product. (1) Given the product [CH3:16][C:4]1[CH2:5][CH:6]=[C:7]2[C:12]([CH3:13])([CH2:11][CH2:10][CH2:9][C:8]2([CH3:15])[CH3:14])[C:3]=1[CH2:1][CH:2]=[O:18], predict the reactants needed to synthesize it. The reactants are: [C:1]([C:3]1(O)[C:12]2([CH3:13])[C:7]([C:8]([CH3:15])([CH3:14])[CH2:9][CH2:10][CH2:11]2)=[CH:6][CH2:5][CH:4]1[CH3:16])#[CH:2].[OH-:18].[Na+]. (2) Given the product [CH3:12][O:13][C:14](=[O:31])[C:15]1[CH:20]=[CH:19][C:18]([O:21][C:22]2[CH:27]=[CH:26][C:25]([Br:28])=[CH:24][C:23]=2/[CH:29]=[C:6]2\[C:7](=[O:11])[NH:8][C:9]3[C:5]\2=[CH:4][CH:3]=[C:2]([Cl:1])[CH:10]=3)=[CH:17][CH:16]=1, predict the reactants needed to synthesize it. The reactants are: [Cl:1][C:2]1[CH:10]=[C:9]2[C:5]([CH2:6][C:7](=[O:11])[NH:8]2)=[CH:4][CH:3]=1.[CH3:12][O:13][C:14](=[O:31])[C:15]1[CH:20]=[CH:19][C:18]([O:21][C:22]2[CH:27]=[CH:26][C:25]([Br:28])=[CH:24][C:23]=2[CH:29]=O)=[CH:17][CH:16]=1.N1CCCC1. (3) Given the product [Cl:1][CH2:2][CH:3]([OH:6])[CH2:4][S:5][S:5][CH2:4][CH:3]([OH:6])[CH2:2][Cl:1], predict the reactants needed to synthesize it. The reactants are: [Cl:1][CH2:2][CH:3]([OH:6])[CH2:4][SH:5].OO. (4) Given the product [F:15][C:16]1[CH:17]=[C:18]([N:31]2[CH2:35][C@H:34]([CH2:36][N:37]3[CH:41]=[CH:40][N:39]=[N:38]3)[O:33][C:32]2=[O:42])[CH:19]=[CH:20][C:21]=1[C:2]1[CH:7]=[N:6][C:5]([C:8]2[CH2:12][C@H:11]([CH2:13][OH:14])[O:10][N:9]=2)=[CH:4][CH:3]=1, predict the reactants needed to synthesize it. The reactants are: Br[C:2]1[CH:3]=[CH:4][C:5]([C:8]2[CH2:12][C@H:11]([CH2:13][OH:14])[O:10][N:9]=2)=[N:6][CH:7]=1.[F:15][C:16]1[CH:17]=[C:18]([N:31]2[CH2:35][C@H:34]([CH2:36][N:37]3[CH:41]=[CH:40][N:39]=[N:38]3)[O:33][C:32]2=[O:42])[CH:19]=[CH:20][C:21]=1B1OC(C)(C)C(C)(C)O1.C(=O)([O-])[O-].[K+].[K+]. (5) Given the product [CH2:1]([O:3][C:4]([C:6]1[N:7]([C:16]2[CH:21]=[CH:20][C:19]([O:22][CH:23]3[CH2:27][CH2:26][CH2:25][CH2:24]3)=[CH:18][CH:17]=2)[C:8]2[C:13]([CH:14]=1)=[CH:12][C:11]([S:35][C:31]1[CH:32]=[CH:33][CH:34]=[C:29]([Cl:28])[CH:30]=1)=[CH:10][CH:9]=2)=[O:5])[CH3:2], predict the reactants needed to synthesize it. The reactants are: [CH2:1]([O:3][C:4]([C:6]1[N:7]([C:16]2[CH:21]=[CH:20][C:19]([O:22][CH:23]3[CH2:27][CH2:26][CH2:25][CH2:24]3)=[CH:18][CH:17]=2)[C:8]2[C:13]([CH:14]=1)=[CH:12][C:11](I)=[CH:10][CH:9]=2)=[O:5])[CH3:2].[Cl:28][C:29]1[CH:30]=[C:31]([SH:35])[CH:32]=[CH:33][CH:34]=1.CC([O-])(C)C.[K+].C1(C)C=CC=CC=1. (6) Given the product [F:1][C:2]1[CH:8]=[CH:7][C:5]([NH:6][C:12]2[C:17]([C:18]3[N:23]=[C:22]([CH3:24])[N:21]=[C:20]([N:25]([CH2:26][C:27]4[CH:28]=[CH:29][C:30]([O:33][CH3:34])=[CH:31][CH:32]=4)[CH2:35][C:36]4[CH:37]=[CH:38][C:39]([O:42][CH3:43])=[CH:40][CH:41]=4)[N:19]=3)=[CH:16][CH:15]=[CH:14][N:13]=2)=[CH:4][C:3]=1[O:9][CH3:10], predict the reactants needed to synthesize it. The reactants are: [F:1][C:2]1[CH:8]=[CH:7][C:5]([NH2:6])=[CH:4][C:3]=1[O:9][CH3:10].F[C:12]1[C:17]([C:18]2[N:23]=[C:22]([CH3:24])[N:21]=[C:20]([N:25]([CH2:35][C:36]3[CH:41]=[CH:40][C:39]([O:42][CH3:43])=[CH:38][CH:37]=3)[CH2:26][C:27]3[CH:32]=[CH:31][C:30]([O:33][CH3:34])=[CH:29][CH:28]=3)[N:19]=2)=[CH:16][CH:15]=[CH:14][N:13]=1.